From a dataset of Catalyst prediction with 721,799 reactions and 888 catalyst types from USPTO. Predict which catalyst facilitates the given reaction. (1) Reactant: [F:1][C:2]1[CH:3]=[C:4]([NH:8][C:9]([C:11]2[NH:12][C:13]([C:16](=O)[C:17]3[CH:22]=[C:21]([C:23]([F:26])([F:25])[F:24])[CH:20]=[CH:19][C:18]=3F)=[CH:14][CH:15]=2)=[O:10])[CH:5]=[CH:6][CH:7]=1.O.[NH2:30][NH2:31].CN1CCCC1=O. Product: [F:1][C:2]1[CH:3]=[C:4]([NH:8][C:9]([C:11]2[NH:12][C:13]([C:16]3[C:17]4[C:18](=[CH:19][CH:20]=[C:21]([C:23]([F:26])([F:25])[F:24])[CH:22]=4)[NH:31][N:30]=3)=[CH:14][CH:15]=2)=[O:10])[CH:5]=[CH:6][CH:7]=1. The catalyst class is: 11. (2) Reactant: [NH2:1][C:2]1[CH:11]=[C:10]([C:12]2[C:21]3[C:16](=[CH:17][C:18]([O:27][CH2:28][CH3:29])=[C:19]4[O:24][C:23]([CH3:26])([CH3:25])[CH2:22][C:20]4=3)[CH2:15][C:14]([CH3:31])([CH3:30])[N:13]=2)[CH:9]=[CH:8][C:3]=1[C:4]([NH:6][CH3:7])=[O:5].C(N(CC)CC)C.[C:39](Cl)(=[O:46])[C:40]1[CH:45]=[CH:44][CH:43]=[CH:42][CH:41]=1.C(=O)([O-])O.[Na+]. Product: [C:39]([NH:1][C:2]1[CH:11]=[C:10]([C:12]2[C:21]3[C:16](=[CH:17][C:18]([O:27][CH2:28][CH3:29])=[C:19]4[O:24][C:23]([CH3:26])([CH3:25])[CH2:22][C:20]4=3)[CH2:15][C:14]([CH3:30])([CH3:31])[N:13]=2)[CH:9]=[CH:8][C:3]=1[C:4]([NH:6][CH3:7])=[O:5])(=[O:46])[C:40]1[CH:45]=[CH:44][CH:43]=[CH:42][CH:41]=1. The catalyst class is: 7. (3) Reactant: [F:1][C:2]1[CH:3]=[C:4]([CH2:10][C:11]([O:13][CH2:14][CH3:15])=[O:12])[CH:5]=[N:6][C:7]=1OC.P(Cl)(Cl)(Cl)(Cl)[Cl:17].CN(C=O)C. Product: [Cl:17][C:7]1[N:6]=[CH:5][C:4]([CH2:10][C:11]([O:13][CH2:14][CH3:15])=[O:12])=[CH:3][C:2]=1[F:1]. The catalyst class is: 265. (4) Reactant: Br[C:2]1[CH:7]=[CH:6][CH:5]=[C:4]([F:8])[C:3]=1[CH3:9].[CH3:10][O:11][C:12](=[O:30])[C:13]1[CH:18]=[CH:17][C:16]([CH3:19])=[C:15]([C:20](=[O:29])[C:21]2[CH:26]=[CH:25][C:24]([NH2:27])=[CH:23][C:22]=2[Cl:28])[CH:14]=1.C1(P(C2CCCCC2)C2C=CC=CC=2C2C(C(C)C)=CC(C(C)C)=CC=2C(C)C)CCCCC1.C([O-])([O-])=O.[Cs+].[Cs+]. Product: [CH3:10][O:11][C:12](=[O:30])[C:13]1[CH:18]=[CH:17][C:16]([CH3:19])=[C:15]([C:20](=[O:29])[C:21]2[CH:26]=[CH:25][C:24]([NH:27][C:2]3[CH:7]=[CH:6][CH:5]=[C:4]([F:8])[C:3]=3[CH3:9])=[CH:23][C:22]=2[Cl:28])[CH:14]=1. The catalyst class is: 231. (5) Product: [CH2:14]([N:21]1[CH:22]2[CH2:28][CH2:27][CH:26]1[CH2:25][C:24]([C:2]1[CH:7]=[CH:6][C:5]([F:8])=[CH:4][CH:3]=1)([OH:29])[CH2:23]2)[C:15]1[CH:16]=[CH:17][CH:18]=[CH:19][CH:20]=1. Reactant: Br[C:2]1[CH:7]=[CH:6][C:5]([F:8])=[CH:4][CH:3]=1.C([Li])CCC.[CH2:14]([N:21]1[CH:26]2[CH2:27][CH2:28][CH:22]1[CH2:23][C:24](=[O:29])[CH2:25]2)[C:15]1[CH:20]=[CH:19][CH:18]=[CH:17][CH:16]=1.[OH-].[Na+]. The catalyst class is: 27. (6) Reactant: I[C:2]1[N:6]2[N:7]=[C:8]([NH:11][C@H:12]3[CH2:17][CH2:16][C@H:15]([OH:18])[CH2:14][CH2:13]3)[CH:9]=[CH:10][C:5]2=[N:4][CH:3]=1.O.[CH3:20][N:21]([C:23]1[CH:28]=[CH:27][C:26](B(O)O)=[CH:25][N:24]=1)[CH3:22].[OH-].[Na+].O. Product: [CH3:20][N:21]([CH3:22])[C:23]1[N:24]=[CH:25][C:26]([C:2]2[N:6]3[N:7]=[C:8]([NH:11][C@H:12]4[CH2:17][CH2:16][C@H:15]([OH:18])[CH2:14][CH2:13]4)[CH:9]=[CH:10][C:5]3=[N:4][CH:3]=2)=[CH:27][CH:28]=1. The catalyst class is: 57. (7) Reactant: [F:1][C:2]1[CH:3]=[CH:4][C:5]([O:20][CH3:21])=[C:6]([C:8]([CH3:19])([CH3:18])[CH2:9][C:10]([OH:17])([C:13]([F:16])([F:15])[F:14])[CH:11]=O)[CH:7]=1.[NH2:22][C:23]1[CH:32]=[CH:31][CH:30]=[C:29]2[C:24]=1[CH:25]=[CH:26][N:27]=[CH:28]2. Product: [F:1][C:2]1[CH:3]=[CH:4][C:5]([O:20][CH3:21])=[C:6]([C:8]([CH3:19])([CH3:18])[CH2:9][C:10]([C:13]([F:14])([F:15])[F:16])([OH:17])[CH:11]=[N:22][C:23]2[CH:32]=[CH:31][CH:30]=[C:29]3[C:24]=2[CH:25]=[CH:26][N:27]=[CH:28]3)[CH:7]=1. The catalyst class is: 15.